Dataset: Reaction yield outcomes from USPTO patents with 853,638 reactions. Task: Predict the reaction yield, written as a fraction of the theoretical maximum amount of product (1.0 means a 100% yield; for example, 0.34 means a 34% yield). The reactants are [OH:1][C:2]1[CH:7]=[CH:6][C:5]([C:8]2[O:9][C:10]3[C:15]([C:16](=[O:18])[CH:17]=2)=[CH:14][CH:13]=[CH:12][CH:11]=3)=[CH:4][CH:3]=1.[C:19](Cl)(=[O:26])[C:20]1[CH:25]=[CH:24][CH:23]=[N:22][CH:21]=1. The catalyst is N1C=CC=CC=1. The product is [C:19]([O:1][C:2]1[CH:7]=[CH:6][C:5]([C:8]2[O:9][C:10]3[C:15]([C:16](=[O:18])[CH:17]=2)=[CH:14][CH:13]=[CH:12][CH:11]=3)=[CH:4][CH:3]=1)(=[O:26])[C:20]1[CH:25]=[CH:24][CH:23]=[N:22][CH:21]=1. The yield is 0.690.